Dataset: Forward reaction prediction with 1.9M reactions from USPTO patents (1976-2016). Task: Predict the product of the given reaction. (1) Given the reactants [CH3:1][NH2:2].[CH3:3][O:4][C:5]1[CH:6]=[C:7](/[CH:17]=[CH:18]/[C:19]([NH:21][CH2:22][C:23](=O)[C:24]2[CH:29]=[CH:28][CH:27]=[CH:26][CH:25]=2)=O)[CH:8]=[CH:9][C:10]=1[N:11]1[CH:15]=[C:14]([CH3:16])[N:13]=[CH:12]1, predict the reaction product. The product is: [CH3:3][O:4][C:5]1[CH:6]=[C:7](/[CH:17]=[CH:18]/[C:19]2[N:2]([CH3:1])[C:23]([C:24]3[CH:29]=[CH:28][CH:27]=[CH:26][CH:25]=3)=[CH:22][N:21]=2)[CH:8]=[CH:9][C:10]=1[N:11]1[CH:15]=[C:14]([CH3:16])[N:13]=[CH:12]1. (2) Given the reactants [OH:1][CH2:2][CH:3]1[CH2:7][CH2:6][CH2:5][N:4]1[CH2:8][C:9]([NH:11][C:12]1[CH:17]=[C:16]([O:18][C:19]2[CH:24]=[CH:23][C:22]([NH:25][CH3:26])=[C:21]([N+:27]([O-])=O)[CH:20]=2)[CH:15]=[CH:14][N:13]=1)=[O:10], predict the reaction product. The product is: [NH2:27][C:21]1[CH:20]=[C:19]([CH:24]=[CH:23][C:22]=1[NH:25][CH3:26])[O:18][C:16]1[CH:15]=[CH:14][N:13]=[C:12]([NH:11][C:9](=[O:10])[CH2:8][N:4]2[CH2:5][CH2:6][CH2:7][CH:3]2[CH2:2][OH:1])[CH:17]=1. (3) Given the reactants Br[CH2:2][C:3]([C:5]1[C:9]([NH:10][C:11](=[O:20])[C:12]2[C:17]([F:18])=[CH:16][CH:15]=[CH:14][C:13]=2[F:19])=[CH:8][NH:7][N:6]=1)=O.[C:21]([O-:24])(=O)[CH3:22].[NH4+:25].C([O-])([O-])=O.[K+].[K+], predict the reaction product. The product is: [F:19][C:13]1[CH:14]=[CH:15][CH:16]=[C:17]([F:18])[C:12]=1[C:11]([NH:10][C:9]1[C:5]([C:3]2[N:25]=[C:21]([CH3:22])[O:24][CH:2]=2)=[N:6][NH:7][CH:8]=1)=[O:20]. (4) Given the reactants O.[OH-].[Li+].C[O:5][C:6]([C:8]1([O:11][C:12]2[CH:34]=[CH:33][C:15]3[C:16]4[N:20]([CH2:21][CH2:22][O:23][C:14]=3[CH:13]=2)[CH:19]=[C:18]([C:24]2[N:25]([CH:30]([CH3:32])[CH3:31])[N:26]=[C:27]([CH3:29])[N:28]=2)[N:17]=4)[CH2:10][CH2:9]1)=[O:7], predict the reaction product. The product is: [CH:30]([N:25]1[C:24]([C:18]2[N:17]=[C:16]3[N:20]([CH2:21][CH2:22][O:23][C:14]4[CH:13]=[C:12]([O:11][C:8]5([C:6]([OH:7])=[O:5])[CH2:9][CH2:10]5)[CH:34]=[CH:33][C:15]=43)[CH:19]=2)=[N:28][C:27]([CH3:29])=[N:26]1)([CH3:32])[CH3:31]. (5) Given the reactants [Cl:1][C:2]1[N:7]=[C:6](Cl)[CH:5]=[C:4]([C:9]([O:11][CH3:12])=[O:10])[N:3]=1.[CH3:13][NH:14][CH:15]1[CH2:20][CH2:19][CH2:18][CH2:17][CH2:16]1.C(N(CC)CC)C.O, predict the reaction product. The product is: [Cl:1][C:2]1[N:3]=[C:4]([C:9]([O:11][CH3:12])=[O:10])[CH:5]=[C:6]([N:14]([CH:15]2[CH2:20][CH2:19][CH2:18][CH2:17][CH2:16]2)[CH3:13])[N:7]=1.